From a dataset of Full USPTO retrosynthesis dataset with 1.9M reactions from patents (1976-2016). Predict the reactants needed to synthesize the given product. Given the product [Cl:1][C:2]1[N:11]=[CH:10][CH:9]=[C:8]2[C:3]=1[C:4]1[CH:16]=[C:15]([F:17])[CH:14]=[CH:13][C:5]=1[C:6]([NH:33][S:30]([N:24]1[CH2:29][CH2:28][CH2:27][CH2:26][CH2:25]1)(=[O:32])=[O:31])=[N:7]2, predict the reactants needed to synthesize it. The reactants are: [Cl:1][C:2]1[N:11]=[CH:10][CH:9]=[C:8]2[C:3]=1[C:4]1[CH:16]=[C:15]([F:17])[CH:14]=[CH:13][C:5]=1[C:6](Cl)=[N:7]2.C(=O)([O-])[O-].[Cs+].[Cs+].[N:24]1([S:30]([NH2:33])(=[O:32])=[O:31])[CH2:29][CH2:28][CH2:27][CH2:26][CH2:25]1.CC1(C)C2C(=C(P(C3C=CC=CC=3)C3C=CC=CC=3)C=CC=2)OC2C(P(C3C=CC=CC=3)C3C=CC=CC=3)=CC=CC1=2.